From a dataset of Catalyst prediction with 721,799 reactions and 888 catalyst types from USPTO. Predict which catalyst facilitates the given reaction. (1) Reactant: Br[C:2]1[CH:3]=[C:4]([N:8]2[C:16]3[CH:15]=[CH:14][CH:13]=[CH:12][C:11]=3[C:10]3[N:17]=[CH:18][CH:19]=[CH:20][C:9]2=3)[CH:5]=[CH:6][CH:7]=1.[C:21]1([C:27]2[C:28]3[C:33]([C:34](B4OC(C)(C)C(C)(C)O4)=[C:35]4[C:40]=2[CH:39]=[CH:38][CH:37]=[CH:36]4)=[CH:32][CH:31]=[CH:30][CH:29]=3)[CH:26]=[CH:25][CH:24]=[CH:23][CH:22]=1.C(=O)([O-])[O-].[Na+].[Na+]. Product: [C:21]1([C:27]2[C:28]3[C:33](=[CH:32][CH:31]=[CH:30][CH:29]=3)[C:34]([C:2]3[CH:3]=[C:4]([N:8]4[C:16]5[CH:15]=[CH:14][CH:13]=[CH:12][C:11]=5[C:10]5[N:17]=[CH:18][CH:19]=[CH:20][C:9]4=5)[CH:5]=[CH:6][CH:7]=3)=[C:35]3[C:40]=2[CH:39]=[CH:38][CH:37]=[CH:36]3)[CH:22]=[CH:23][CH:24]=[CH:25][CH:26]=1. The catalyst class is: 1. (2) Product: [CH:1]1[C:9]2[N:8]3[C:10]([C@@H:13]4[C@H:17]([CH3:18])[CH2:16][C:15](=[O:34])[CH2:14]4)=[CH:11][N:12]=[C:7]3[CH:6]=[N:5][C:4]=2[NH:3][CH:2]=1. The catalyst class is: 24. Reactant: [CH:1]1[C:9]2[N:8]3[C:10]([C@@H:13]4[C@H:17]([CH3:18])[CH2:16][C@H:15](N)[CH2:14]4)=[CH:11][N:12]=[C:7]3[CH:6]=[N:5][C:4]=2[NH:3][CH:2]=1.C(C1C(=O)C(=[O:34])C=C(C(C)(C)C)C=1)(C)(C)C.C1COCC1.C(O)(=O)C(O)=O. (3) The catalyst class is: 1. Product: [CH3:1][C:2]([CH3:22])([CH3:21])[CH2:3][C:4]1[N:9]=[C:8]([CH2:10][O:11][C:24]2[N:29]=[C:28]([O:30][CH3:31])[N:27]=[C:26]([CH:32]=[CH:33][C:34]([OH:36])=[O:35])[CH:25]=2)[CH:7]=[CH:6][C:5]=1[C:12]1[CH:17]=[C:16]([O:18][CH3:19])[CH:15]=[CH:14][C:13]=1[F:20]. Reactant: [CH3:1][C:2]([CH3:22])([CH3:21])[CH2:3][C:4]1[N:9]=[C:8]([CH2:10][OH:11])[CH:7]=[CH:6][C:5]=1[C:12]1[CH:17]=[C:16]([O:18][CH3:19])[CH:15]=[CH:14][C:13]=1[F:20].Cl[C:24]1[N:29]=[C:28]([O:30][CH3:31])[N:27]=[C:26]([CH:32]=[CH:33][C:34]([O:36]C)=[O:35])[CH:25]=1.[H-].[Na+].Cl. (4) Reactant: [CH2:1]([NH:8][C:9]([C:11]1[S:15][C:14]([NH:16][C:17]2[CH:22]=[C:21]([C:23](=[O:28])[NH:24][CH:25]3[CH2:27][CH2:26]3)[CH:20]=[CH:19][C:18]=2[CH3:29])=[N:13][C:12]=1Br)=[O:10])[C:2]1[CH:7]=[CH:6][CH:5]=[CH:4][CH:3]=1.[CH3:31][C:32]1[CH:33]=[C:34](B(O)O)[CH:35]=[CH:36][C:37]=1[F:38].C([O-])([O-])=O.[K+].[K+]. Product: [CH2:1]([NH:8][C:9]([C:11]1[S:15][C:14]([NH:16][C:17]2[CH:22]=[C:21]([C:23](=[O:28])[NH:24][CH:25]3[CH2:27][CH2:26]3)[CH:20]=[CH:19][C:18]=2[CH3:29])=[N:13][C:12]=1[C:34]1[CH:35]=[CH:36][C:37]([F:38])=[C:32]([CH3:31])[CH:33]=1)=[O:10])[C:2]1[CH:7]=[CH:6][CH:5]=[CH:4][CH:3]=1. The catalyst class is: 12. (5) Product: [Br:1][C:2]1[CH:3]=[C:4]([CH:8]=[CH:9][CH:10]=1)[C:5]([NH:22][C:23]1[CH:28]=[C:27]([Cl:29])[CH:26]=[CH:25][C:24]=1[CH2:30][C:31]([O:33][CH3:34])=[O:32])=[O:7]. The catalyst class is: 2. Reactant: [Br:1][C:2]1[CH:3]=[C:4]([CH:8]=[CH:9][CH:10]=1)[C:5]([OH:7])=O.CN(C=O)C.C(Cl)(=O)C(Cl)=O.[NH2:22][C:23]1[CH:28]=[C:27]([Cl:29])[CH:26]=[CH:25][C:24]=1[CH2:30][C:31]([O:33][CH3:34])=[O:32].CCN(C(C)C)C(C)C. (6) Reactant: C1(C#CC2CC3(CCNCC3)ON=2)C=CC=CC=1.[OH:19][C:20]1[CH:21]=[C:22]([C:26]#[C:27][C:28]2[CH2:32][C:31]3([CH2:36][CH2:35][N:34](C(OC(C)(C)C)=O)[CH2:33]3)[O:30][N:29]=2)[CH:23]=[CH:24][CH:25]=1. Product: [O:30]1[C:31]2([CH2:36][CH2:35][NH:34][CH2:33]2)[CH2:32][C:28]([C:27]#[C:26][C:22]2[CH:21]=[C:20]([OH:19])[CH:25]=[CH:24][CH:23]=2)=[N:29]1. The catalyst class is: 22. (7) Reactant: Br[C:2]1[CH:7]=[CH:6][C:5]([CH:8]([O:11][CH3:12])[O:9][CH3:10])=[CH:4][N:3]=1.C([Mg]Cl)(C)C.CN([CH:21]=[O:22])C. Product: [CH3:10][O:9][CH:8]([O:11][CH3:12])[C:5]1[CH:6]=[CH:7][C:2]([CH:21]=[O:22])=[N:3][CH:4]=1. The catalyst class is: 1.